This data is from NCI-60 drug combinations with 297,098 pairs across 59 cell lines. The task is: Regression. Given two drug SMILES strings and cell line genomic features, predict the synergy score measuring deviation from expected non-interaction effect. Drug 1: CN1CCC(CC1)COC2=C(C=C3C(=C2)N=CN=C3NC4=C(C=C(C=C4)Br)F)OC. Drug 2: CCN(CC)CCNC(=O)C1=C(NC(=C1C)C=C2C3=C(C=CC(=C3)F)NC2=O)C. Cell line: CAKI-1. Synergy scores: CSS=39.2, Synergy_ZIP=-7.31, Synergy_Bliss=-0.940, Synergy_Loewe=0.126, Synergy_HSA=2.57.